Task: Predict which catalyst facilitates the given reaction.. Dataset: Catalyst prediction with 721,799 reactions and 888 catalyst types from USPTO Reactant: [C:1]1([C:41]2[CH:46]=[CH:45][CH:44]=[CH:43][CH:42]=2)[CH:6]=[CH:5][C:4]([C:7]2[N:15]=[C:14]3[C:10]([N:11](COCC[Si](C)(C)C)[C:12]([O:16][C@@H:17]4[CH2:21][O:20][C@@H:19]5[C@H:22]([O:25][Si](C(C)(C)C)(C)C)[CH2:23][O:24][C@H:18]45)=[N:13]3)=[CH:9][N:8]=2)=[CH:3][CH:2]=1.C(O)(C(F)(F)F)=O.[OH-].[Na+].CCOC(C)=O. Product: [C:1]1([C:41]2[CH:46]=[CH:45][CH:44]=[CH:43][CH:42]=2)[CH:6]=[CH:5][C:4]([C:7]2[N:15]=[C:14]3[C:10]([NH:11][C:12]([O:16][C@H:17]4[C@H:18]5[O:24][CH2:23][C@@H:22]([OH:25])[C@H:19]5[O:20][CH2:21]4)=[N:13]3)=[CH:9][N:8]=2)=[CH:3][CH:2]=1. The catalyst class is: 2.